From a dataset of Reaction yield outcomes from USPTO patents with 853,638 reactions. Predict the reaction yield, written as a fraction of the theoretical maximum amount of product (1.0 means a 100% yield; for example, 0.34 means a 34% yield). (1) The reactants are [O:1]=[C:2]1[C:10](=[O:11])[C:9]2[C:4](=[CH:5][CH:6]=[C:7]([O:12][C:13]([F:16])([F:15])[F:14])[CH:8]=2)[N:3]1[CH:17]([CH2:21][CH:22]([CH3:24])[CH3:23])[C:18](O)=[O:19].[S:25]1[CH:29]=[CH:28][N:27]=[C:26]1[NH2:30].C(N(CC)C(C)C)(C)C.F[P-](F)(F)(F)(F)F.N1(O[P+](N(C)C)(N(C)C)N(C)C)C2C=CC=CC=2N=N1. The catalyst is CN(C)C=O.C(OCC)(=O)C. The product is [S:25]1[CH:29]=[CH:28][N:27]=[C:26]1[NH:30][C:18](=[O:19])[CH:17]([N:3]1[C:4]2[C:9](=[CH:8][C:7]([O:12][C:13]([F:16])([F:15])[F:14])=[CH:6][CH:5]=2)[C:10](=[O:11])[C:2]1=[O:1])[CH2:21][CH:22]([CH3:23])[CH3:24]. The yield is 0.430. (2) The reactants are [Cl:1][C:2]1[CH:27]=[CH:26][CH:25]=[CH:24][C:3]=1[C:4]([NH:6][C:7](=[O:23])[NH:8][C:9]1[S:10][C:11]2[CH:17]=[C:16]([S:18]([CH:21]=[CH2:22])(=[O:20])=[O:19])[CH:15]=[CH:14][C:12]=2[N:13]=1)=[O:5].[CH3:28][O:29][CH2:30][CH2:31][NH2:32]. The catalyst is C1COCC1. The product is [Cl:1][C:2]1[CH:27]=[CH:26][CH:25]=[CH:24][C:3]=1[C:4]([NH:6][C:7](=[O:23])[NH:8][C:9]1[S:10][C:11]2[CH:17]=[C:16]([S:18]([CH2:21][CH2:22][NH:32][CH2:31][CH2:30][O:29][CH3:28])(=[O:20])=[O:19])[CH:15]=[CH:14][C:12]=2[N:13]=1)=[O:5]. The yield is 0.370. (3) The reactants are Br[C:2]1[CH:3]=[C:4]([NH2:8])[CH:5]=[N:6][CH:7]=1.[CH3:9][C:10]1(C)[C:14](C)(C)OB(C(C)=C)O1.C([O-])([O-])=O.[Cs+].[Cs+]. The catalyst is CN(C=O)C.O.C1C=CC([P]([Pd]([P](C2C=CC=CC=2)(C2C=CC=CC=2)C2C=CC=CC=2)([P](C2C=CC=CC=2)(C2C=CC=CC=2)C2C=CC=CC=2)[P](C2C=CC=CC=2)(C2C=CC=CC=2)C2C=CC=CC=2)(C2C=CC=CC=2)C2C=CC=CC=2)=CC=1. The product is [CH2:9]=[C:10]([C:2]1[CH:3]=[C:4]([NH2:8])[CH:5]=[N:6][CH:7]=1)[CH3:14]. The yield is 2.30. (4) The product is [CH3:1][C:2]1([CH3:19])[CH2:6][C:5]2[CH:7]=[C:8]([N:14]3[CH:18]=[N:17][N:16]=[N:15]3)[CH:9]=[C:10]([CH2:11][OH:12])[C:4]=2[O:3]1. The catalyst is O.O1CCCC1. The reactants are [CH3:1][C:2]1([CH3:19])[CH2:6][C:5]2[CH:7]=[C:8]([N:14]3[CH:18]=[N:17][N:16]=[N:15]3)[CH:9]=[C:10]([C:11](O)=[O:12])[C:4]=2[O:3]1.CN1CCOCC1.C(OC(Cl)=O)C(C)C.[BH4-].[Na+]. The yield is 0.610. (5) The reactants are [CH2:1]([C:3]([CH2:10][S:11][C:12]1[CH:17]=[CH:16][CH:15]=[CH:14][C:13]=1[CH2:18][OH:19])([CH:6]=[CH:7][CH2:8][CH3:9])[CH:4]=[O:5])[CH3:2].[Cr](Cl)([O-])(=O)=O.[NH+]1C=CC=CC=1. The catalyst is C(Cl)Cl. The product is [CH2:1]([C:3]([CH2:10][S:11][C:12]1[CH:17]=[CH:16][CH:15]=[CH:14][C:13]=1[CH:18]=[O:19])([CH:6]=[CH:7][CH2:8][CH3:9])[CH:4]=[O:5])[CH3:2]. The yield is 0.660. (6) The reactants are [CH3:1][O:2][C:3]1[CH:8]=[CH:7][CH:6]=[C:5]([O:9][CH3:10])[C:4]=1[OH:11].CO.[Br:14]N1C(=O)CCC1=O. The catalyst is [H-].[Na+].C(Cl)Cl. The product is [Br:14][C:7]1[CH:6]=[C:5]([O:9][CH3:10])[C:4]([OH:11])=[C:3]([O:2][CH3:1])[CH:8]=1. The yield is 0.630. (7) The reactants are [OH:1][CH2:2][CH2:3][NH:4][CH:5]1[C:13]2[C:8](=[C:9]([C:14]3[N:18]=[C:17]([C:19]4[CH:20]=[CH:21][C:22]([O:27]C(C)C)=[C:23]([CH:26]=4)[C:24]#[N:25])[O:16][N:15]=3)[CH:10]=[CH:11][CH:12]=2)[CH2:7][CH2:6]1.B(Cl)(Cl)Cl. The catalyst is ClCCCl. The product is [OH:27][C:22]1[CH:21]=[CH:20][C:19]([C:17]2[O:16][N:15]=[C:14]([C:9]3[CH:10]=[CH:11][CH:12]=[C:13]4[C:8]=3[CH2:7][CH2:6][CH:5]4[NH:4][CH2:3][CH2:2][OH:1])[N:18]=2)=[CH:26][C:23]=1[C:24]#[N:25]. The yield is 0.670. (8) The catalyst is O1CCCC1. The product is [Br:1][C:2]1[CH:9]=[CH:8][C:5]([CH2:6][NH2:7])=[C:4]([Cl:10])[CH:3]=1. The reactants are [Br:1][C:2]1[CH:9]=[CH:8][C:5]([C:6]#[N:7])=[C:4]([Cl:10])[CH:3]=1.[H-].[Al+3].[H-].[H-].Cl. The yield is 0.880. (9) The reactants are [Br:1][C:2]1[CH:10]=[C:6]([C:7]([OH:9])=O)[C:5]([OH:11])=[CH:4][CH:3]=1.[NH2:12][C:13]1[O:14][C:15]([C:23]2[O:24][CH:25]=[CH:26][CH:27]=2)=[C:16]([C:18]2[O:19][CH:20]=[CH:21][CH:22]=2)[N:17]=1. No catalyst specified. The product is [Br:1][C:2]1[CH:3]=[CH:4][C:5]([OH:11])=[C:6]([CH:10]=1)[C:7]([NH:12][C:13]1[O:14][C:15]([C:23]2[O:24][CH:25]=[CH:26][CH:27]=2)=[C:16]([C:18]2[O:19][CH:20]=[CH:21][CH:22]=2)[N:17]=1)=[O:9]. The yield is 0.129.